This data is from Reaction yield outcomes from USPTO patents with 853,638 reactions. The task is: Predict the reaction yield, written as a fraction of the theoretical maximum amount of product (1.0 means a 100% yield; for example, 0.34 means a 34% yield). (1) The reactants are C(OC(=O)C1C=CC=C(N[N:12]=[C:13]([C:16]#[N:17])[C:14]#[N:15])C=1)C.[NH2:19][C:20]1[CH:21]=[C:22]([CH:26]=[CH:27][CH:28]=1)[C:23]([O-:25])=[O:24].C(#N)[CH2:30][C:31]#N.O.[NH2:35][NH2:36]. No catalyst specified. The product is [CH2:30]([O:24][C:23](=[O:25])[C:22]1[CH:26]=[CH:27][CH:28]=[C:20]([NH:19][N:12]=[C:13]2[C:14]([NH2:15])=[N:36][N:35]=[C:16]2[NH2:17])[CH:21]=1)[CH3:31]. The yield is 0.420. (2) The reactants are C(OC(=O)[NH:7][C@H:8]([CH2:24][C:25]1[CH:30]=[CH:29][CH:28]=[CH:27][C:26]=1[F:31])[CH2:9][C:10](=[O:23])[NH:11][CH:12]1[CH2:21][C:20]2[C:15](=[CH:16][CH:17]=[CH:18][N:19]=2)[NH:14][C:13]1=[O:22])(C)(C)C.Cl. The catalyst is O1CCOCC1. The product is [NH2:7][C@H:8]([CH2:24][C:25]1[CH:30]=[CH:29][CH:28]=[CH:27][C:26]=1[F:31])[CH2:9][C:10]([NH:11][CH:12]1[CH2:21][C:20]2[C:15](=[CH:16][CH:17]=[CH:18][N:19]=2)[NH:14][C:13]1=[O:22])=[O:23]. The yield is 0.540. (3) The reactants are [NH2:1][C:2]1[CH:3]=[C:4]([C:8]2[C:16]3[C:11](=[CH:12][CH:13]=[C:14]([C:17]([NH2:19])=[O:18])[CH:15]=3)[N:10](C3CCCCO3)[N:9]=2)[CH:5]=[CH:6][CH:7]=1.[S:26]1[CH:30]=[CH:29][CH:28]=[C:27]1[C:31](O)=[O:32].CCN=C=NCCCN(C)C. No catalyst specified. The product is [S:26]1[CH:30]=[CH:29][CH:28]=[C:27]1[C:31]([NH:1][C:2]1[CH:3]=[C:4]([C:8]2[C:16]3[C:11](=[CH:12][CH:13]=[C:14]([C:17]([NH2:19])=[O:18])[CH:15]=3)[NH:10][N:9]=2)[CH:5]=[CH:6][CH:7]=1)=[O:32]. The yield is 0.260. (4) The product is [CH3:20][C:15]1([CH3:21])[C:16]([CH3:19])([CH3:18])[O:17][B:13]([C:2]2[CH:7]=[CH:6][C:5]([C:8]3[NH:9][CH:10]=[CH:11][N:12]=3)=[CH:4][CH:3]=2)[O:14]1. The catalyst is CS(C)=O.C1C=CC(P(C2C=CC=CC=2)[C-]2C=CC=C2)=CC=1.C1C=CC(P(C2C=CC=CC=2)[C-]2C=CC=C2)=CC=1.Cl[Pd]Cl.[Fe+2].CCOC(C)=O. The reactants are Br[C:2]1[CH:7]=[CH:6][C:5]([C:8]2[NH:9][CH:10]=[CH:11][N:12]=2)=[CH:4][CH:3]=1.[B:13]1([B:13]2[O:17][C:16]([CH3:19])([CH3:18])[C:15]([CH3:21])([CH3:20])[O:14]2)[O:17][C:16]([CH3:19])([CH3:18])[C:15]([CH3:21])([CH3:20])[O:14]1.CC([O-])=O.[K+].C(Cl)Cl. The yield is 0.360. (5) The reactants are [C:1]([O:5][CH2:6][CH3:7])(=[O:4])[C:2]#[CH:3].N#N.F[C:11](F)(F)[C:12](O)=O.[CH2:17]([N:24]([CH2:30]OC)[CH2:25][Si](C)(C)C)[C:18]1[CH:23]=[CH:22][CH:21]=[CH:20][CH:19]=1. The catalyst is C1COCC1. The product is [CH2:6]([O:5][C:1]([C:2]12[CH2:25][N:24]([CH2:30][C:12]3[CH:11]=[CH:20][CH:19]=[CH:18][CH:23]=3)[CH2:17][CH:3]1[CH2:25][N:24]([CH2:17][C:18]1[CH:23]=[CH:22][CH:21]=[CH:20][CH:19]=1)[CH2:30]2)=[O:4])[CH3:7]. The yield is 0.910. (6) The product is [Br:26][C:22]1[CH:21]=[C:20]([C:8]2[C:9]3[C:10]4[CH2:17][C:16]([CH3:18])([CH3:19])[O:15][C:11]=4[C:12]([O:13][CH3:14])=[C:3]([CH2:2][C:30]#[N:31])[C:4]=3[CH2:5][C:6]([CH3:27])([CH3:28])[N:7]=2)[CH:25]=[CH:24][CH:23]=1. The yield is 0.490. The reactants are Br[CH2:2][C:3]1[C:12]([O:13][CH3:14])=[C:11]2[O:15][C:16]([CH3:19])([CH3:18])[CH2:17][C:10]2=[C:9]2[C:4]=1[CH2:5][C:6]([CH3:28])([CH3:27])[N:7]=[C:8]2[C:20]1[CH:25]=[CH:24][CH:23]=[C:22]([Br:26])[CH:21]=1.[O-][C:30]#[N:31].[Na+]. The catalyst is CN(C)C=O.O. (7) The reactants are [Br:1][C:2]1[CH:8]=[CH:7][C:5]([NH2:6])=[C:4]([F:9])[CH:3]=1.C(N(C(C)C)CC)(C)C.[Cl:19][C:20]1[CH:25]=[C:24](Cl)[N:23]=[CH:22][N:21]=1.CO.C(Cl)(Cl)Cl. The catalyst is CCO. The product is [Br:1][C:2]1[CH:8]=[CH:7][C:5]([NH:6][C:24]2[CH:25]=[C:20]([Cl:19])[N:21]=[CH:22][N:23]=2)=[C:4]([F:9])[CH:3]=1. The yield is 0.370. (8) The reactants are [CH2:1]([O:3][C:4]([C:6]1[NH:7][C:8]2[C:13]([CH:14]=1)=[CH:12][C:11]([Br:15])=[CH:10][CH:9]=2)=[O:5])[CH3:2].C(=O)([O-])[O-].[K+].[K+].[CH3:22][O:23][C:24]1[CH:31]=[CH:30][C:27]([CH2:28]Br)=[CH:26][CH:25]=1. The catalyst is CN(C=O)C.C(OCC)(=O)C. The product is [CH2:1]([O:3][C:4]([C:6]1[N:7]([CH2:28][C:27]2[CH:30]=[CH:31][C:24]([O:23][CH3:22])=[CH:25][CH:26]=2)[C:8]2[C:13]([CH:14]=1)=[CH:12][C:11]([Br:15])=[CH:10][CH:9]=2)=[O:5])[CH3:2]. The yield is 0.550.